Task: Predict the reaction yield, written as a fraction of the theoretical maximum amount of product (1.0 means a 100% yield; for example, 0.34 means a 34% yield).. Dataset: Reaction yield outcomes from USPTO patents with 853,638 reactions The reactants are [Cl:1][C:2]1[CH:3]=[C:4]([CH:6]=[CH:7][CH:8]=1)[NH2:5].N1C=CC=CC=1.[CH2:15]([O:17][CH:18]=[CH:19][C:20](Cl)=[O:21])[CH3:16]. The yield is 0.740. The catalyst is ClCCl.CCOC(C)=O. The product is [Cl:1][C:2]1[CH:3]=[C:4]([NH:5][C:20](=[O:21])[CH:19]=[CH:18][O:17][CH2:15][CH3:16])[CH:6]=[CH:7][CH:8]=1.